From a dataset of Catalyst prediction with 721,799 reactions and 888 catalyst types from USPTO. Predict which catalyst facilitates the given reaction. (1) Reactant: [CH3:1][C:2]1[C:8]([CH3:9])=[C:7]([N+:10]([O-:12])=[O:11])[CH:6]=[CH:5][C:3]=1[NH2:4].[C:13](Cl)(Cl)=[S:14]. Product: [CH3:1][C:2]1[C:8]([CH3:9])=[C:7]([N+:10]([O-:12])=[O:11])[CH:6]=[CH:5][C:3]=1[N:4]=[C:13]=[S:14]. The catalyst class is: 11. (2) Product: [C:71]([OH:78])(=[O:77])/[CH:72]=[CH:73]\[C:74]([OH:76])=[O:75].[Cl:1][C:2]1[CH:3]=[C:4]([CH:27]=[CH:28][C:29]=1[Cl:30])[C:5]([NH:7][C:8]1[CH:13]=[N:12][C:11]([O:14][C:15]2[CH:65]=[CH:66][C:67]([N:68]([CH2:69][C:74]([N:45]3[CH2:46][CH2:47][N:42]([CH2:41][C:39]4[CH:38]=[CH:37][C:36]5[O:31][CH2:32][CH2:33][O:34][C:35]=5[CH:40]=4)[CH2:43][CH2:44]3)=[O:75])[CH3:70])=[CH:17][CH:16]=2)=[CH:10][CH:9]=1)=[O:6]. Reactant: [Cl:1][C:2]1[CH:3]=[C:4]([CH:27]=[CH:28][C:29]=1[Cl:30])[C:5]([NH:7][C:8]1[CH:9]=[CH:10][C:11]([O:14][C:15]2C=CC(CNCC(O)=O)=[CH:17][CH:16]=2)=[N:12][CH:13]=1)=[O:6].[O:31]1[C:36]2[CH:37]=[CH:38][C:39]([CH2:41][N:42]3[CH2:47][CH2:46][NH:45][CH2:44][CH2:43]3)=[CH:40][C:35]=2[O:34][CH2:33][CH2:32]1.O.ON1C2C=CC=CC=2N=N1.Cl.C(N=C=N[CH2:65][CH2:66][CH2:67][N:68]([CH3:70])[CH3:69])C.[C:71]([OH:78])(=[O:77])/[CH:72]=[CH:73]\[C:74]([OH:76])=[O:75]. The catalyst class is: 3. (3) Product: [C:25]([O:24][CH:21]1[CH2:22][CH2:23][CH:18]([C:16](=[O:17])[CH2:15][CH:4]2[C:3]3[C:7](=[C:8]([F:11])[CH:9]=[CH:10][C:2]=3[F:1])[C:6]3=[CH:12][N:13]=[CH:14][N:5]23)[CH2:19][CH2:20]1)(=[O:27])[CH3:26]. The catalyst class is: 172. Reactant: [F:1][C:2]1[CH:10]=[CH:9][C:8]([F:11])=[C:7]2[C:3]=1[CH:4]([CH2:15][C:16]([CH:18]1[CH2:23][CH2:22][CH:21]([OH:24])[CH2:20][CH2:19]1)=[O:17])[N:5]1[CH:14]=[N:13][CH:12]=[C:6]12.[C:25](OC(=O)C)(=[O:27])[CH3:26]. (4) Reactant: [C:1]([C:3]1[CH:4]=[CH:5][CH:6]=[C:7]2[C:11]=1[N:10]([CH2:12][CH:13]1[CH2:18][CH2:17][CH2:16][CH2:15][CH2:14]1)[CH:9]=[C:8]2[C:19]1[N:23]=[C:22]([CH2:24]OS(C)(=O)=O)[S:21][N:20]=1)#[N:2].[NH:30]1[CH2:34][CH2:33][CH2:32][CH2:31]1.C(OCC)(=O)C.[Cl:41]CCl. Product: [ClH:41].[CH:13]1([CH2:12][N:10]2[C:11]3[C:7](=[CH:6][CH:5]=[CH:4][C:3]=3[C:1]#[N:2])[C:8]([C:19]3[N:23]=[C:22]([CH2:24][N:30]4[CH2:34][CH2:33][CH2:32][CH2:31]4)[S:21][N:20]=3)=[CH:9]2)[CH2:14][CH2:15][CH2:16][CH2:17][CH2:18]1. The catalyst class is: 194. (5) Reactant: [NH2:1][C:2]1[N:7]=[C:6]([C:8]2[O:9][CH:10]=[CH:11][CH:12]=2)[C:5]([C:13]#[N:14])=[C:4](S(C)=O)[N:3]=1.[F:18][C:19]([F:29])([F:28])[C:20]1[CH:27]=[CH:26][C:23]([CH2:24][NH2:25])=[CH:22][CH:21]=1. Product: [NH2:1][C:2]1[N:7]=[C:6]([C:8]2[O:9][CH:10]=[CH:11][CH:12]=2)[C:5]([C:13]#[N:14])=[C:4]([NH:25][CH2:24][C:23]2[CH:22]=[CH:21][C:20]([C:19]([F:18])([F:28])[F:29])=[CH:27][CH:26]=2)[N:3]=1. The catalyst class is: 57. (6) Product: [N:1]([C:4]1[C:9]([F:10])=[CH:8][N:7]=[CH:6][C:5]=1/[CH:11]=[N:13]/[C:14]1[C:21]([Cl:22])=[CH:20][C:19]([Br:23])=[CH:18][C:15]=1[C:16]#[N:17])=[N+:2]=[N-:3]. Reactant: [N:1]([C:4]1[C:9]([F:10])=[CH:8][N:7]=[CH:6][C:5]=1[CH:11]=O)=[N+:2]=[N-:3].[NH2:13][C:14]1[C:21]([Cl:22])=[CH:20][C:19]([Br:23])=[CH:18][C:15]=1[C:16]#[N:17].C(N(CC)CC)C. The catalyst class is: 642.